This data is from Full USPTO retrosynthesis dataset with 1.9M reactions from patents (1976-2016). The task is: Predict the reactants needed to synthesize the given product. (1) Given the product [CH3:33][C:30]1[CH:31]=[C:32]([CH:28]=[CH:27][CH:26]=1)[CH2:25][CH:52]1[C:59]2[CH:58]=[C:57]([C:60]([O:62][CH3:63])=[O:61])[NH:56][C:55]=2[CH2:54][CH2:53]1.[CH3:1][C:48]1[CH:49]=[C:50]([CH:74]=[CH:75][CH:76]=1)/[CH:51]=[C:52]1\[CH2:53][CH2:54][C:55]2[N:56]([S:64]([C:67]3[CH:73]=[CH:72][C:70]([CH3:71])=[CH:69][CH:68]=3)(=[O:66])=[O:65])[C:57]([C:60]([O:62][CH3:63])=[O:61])=[CH:58][C:59]\1=2, predict the reactants needed to synthesize it. The reactants are: [CH3:1][C:31]1[C:32]2[C:25](=O)[CH2:26][CH2:27][C:28]=2N(S([C:1]2C=CC(C)=CC=2)(=O)=O)[C:30]=1[C:33](O)=O.O=[C:25]1[C:32]2[CH:31]=[C:30]([C:33](OC)=O)N[C:28]=2[CH2:27][CH2:26]1.BrC1C=C(C=CC=1)C[Mg]Br.Br[C:48]1[CH:49]=[C:50]([CH:74]=[CH:75][CH:76]=1)/[CH:51]=[C:52]1\[CH2:53][CH2:54][C:55]2[N:56]([S:64]([C:67]3[CH:73]=[CH:72][C:70]([CH3:71])=[CH:69][CH:68]=3)(=[O:66])=[O:65])[C:57]([C:60]([O:62][CH3:63])=[O:61])=[CH:58][C:59]\1=2.CB(O)O. (2) Given the product [C:19]([C:2]1[CH:3]=[C:4]2[C:9](=[CH:10][C:11]=1[F:12])[O:8][C:7]([CH3:14])([CH3:13])[CH2:6][CH:5]2[C:15]([O:17][CH3:18])=[O:16])#[N:20], predict the reactants needed to synthesize it. The reactants are: Br[C:2]1[CH:3]=[C:4]2[C:9](=[CH:10][C:11]=1[F:12])[O:8][C:7]([CH3:14])([CH3:13])[CH2:6][CH:5]2[C:15]([O:17][CH3:18])=[O:16].[CH3:19][N:20]1CCCC1=O. (3) Given the product [CH2:12]([O:11][C:9]1[CH:10]=[C:5]([N+:2]([O-:4])=[O:3])[CH:6]=[CH:7][C:8]=1[O:13][CH3:18])[CH:14]=[CH2:15], predict the reactants needed to synthesize it. The reactants are: [Na].[N+:2]([C:5]1[CH:10]=[C:9]([O:11][CH3:12])[C:8]([OH:13])=[CH:7][CH:6]=1)([O-:4])=[O:3].[CH2:14](Br)[CH:15]=C.[CH3:18]N(C=O)C. (4) The reactants are: [CH3:1][C:2]1[S:3][CH:4]=[C:5]([C:7]2[CH:16]=[CH:15][C:10]([O:11][CH2:12][CH2:13][NH2:14])=[CH:9][CH:8]=2)[N:6]=1.[C:17]([NH:20][C:21]1[N:26]=[CH:25][C:24]([CH:27]([O:40][Si:41]([C:44]([CH3:47])([CH3:46])[CH3:45])([CH3:43])[CH3:42])[CH2:28]OS(C2C=CC(C)=CC=2)(=O)=O)=[CH:23][CH:22]=1)(=[O:19])[CH3:18].C(N(C(C)C)CC)(C)C. Given the product [C:44]([Si:41]([CH3:43])([CH3:42])[O:40][C@H:27]([C:24]1[CH:23]=[CH:22][C:21]([NH:20][C:17](=[O:19])[CH3:18])=[N:26][CH:25]=1)[CH2:28][NH:14][CH2:13][CH2:12][O:11][C:10]1[CH:15]=[CH:16][C:7]([C:5]2[N:6]=[C:2]([CH3:1])[S:3][CH:4]=2)=[CH:8][CH:9]=1)([CH3:47])([CH3:46])[CH3:45], predict the reactants needed to synthesize it. (5) Given the product [OH:1][C:2]1[C:11]2[C:10]([C:12]([O:14][CH2:15][CH3:16])=[O:13])=[CH:9][CH:8]=[CH:7][C:6]=2[NH:5][C:4](=[O:26])[C:3]=1[C:27]1[CH:32]=[CH:31][CH:30]=[CH:29][CH:28]=1, predict the reactants needed to synthesize it. The reactants are: [OH:1][C:2]1[C:11]2[C:10]([C:12]([O:14][CH2:15][CH3:16])=[O:13])=[CH:9][CH:8]=[CH:7][C:6]=2[N:5](CC2C=CC(OC)=CC=2)[C:4](=[O:26])[C:3]=1[C:27]1[CH:32]=[CH:31][CH:30]=[CH:29][CH:28]=1.